Dataset: Forward reaction prediction with 1.9M reactions from USPTO patents (1976-2016). Task: Predict the product of the given reaction. (1) Given the reactants [C:1]([C:5]1[CH:6]=[C:7]([C:16]2[CH:17]=[C:18]([C:30]3[CH:35]=[CH:34][C:33]([C:36]([O:38][CH2:39][CH3:40])=[O:37])=[CH:32][CH:31]=3)[CH:19]=[CH:20][C:21]=2OS(C(F)(F)F)(=O)=O)[CH:8]=[CH:9][C:10]=1[N:11]([CH2:14][CH3:15])[CH2:12][CH3:13])([CH3:4])([CH3:3])[CH3:2].[Li+].[Cl-].[CH2:43]([Sn](CCCC)(CCCC)CCCC)[CH:44]=C.O, predict the reaction product. The product is: [C:1]([C:5]1[CH:6]=[C:7]([C:16]2[CH:17]=[C:18]([C:30]3[CH:35]=[CH:34][C:33]([C:36]([O:38][CH2:39][CH3:40])=[O:37])=[CH:32][CH:31]=3)[CH:19]=[CH:20][C:21]=2[CH:43]=[CH2:44])[CH:8]=[CH:9][C:10]=1[N:11]([CH2:14][CH3:15])[CH2:12][CH3:13])([CH3:4])([CH3:3])[CH3:2]. (2) Given the reactants [NH2:1][CH2:2][C:3]1[CH:17]=[CH:16][C:6]([C:7]([NH:9][C:10]2[CH:15]=[CH:14][N:13]=[CH:12][CH:11]=2)=[O:8])=[CH:5][CH:4]=1.[I:18][C:19]1[CH:24]=[CH:23][C:22]([S:25](Cl)(=[O:27])=[O:26])=[CH:21][CH:20]=1.N1C=CC=C[CH:30]=1, predict the reaction product. The product is: [I:18][C:19]1[CH:24]=[CH:23][C:22]([S:25]([NH:1][CH2:2][C:3]2[CH:4]=[CH:5][C:6]([C:7]([N:9]([CH3:30])[C:10]3[CH:11]=[CH:12][N:13]=[CH:14][CH:15]=3)=[O:8])=[CH:16][CH:17]=2)(=[O:27])=[O:26])=[CH:21][CH:20]=1. (3) Given the reactants [CH3:1][N:2]1[CH:6]=[C:5]([C:7]2[CH:8]=[C:9]([C:13]3([C:19]#[N:20])[CH2:18][CH2:17][NH:16][CH2:15][CH2:14]3)[CH:10]=[CH:11][CH:12]=2)[CH:4]=[N:3]1.Cl[C:22]1[N:30]=[CH:29][N:28]=[C:27]2[C:23]=1[N:24]=[CH:25][N:26]2[CH:31]1[CH2:36][CH2:35][CH2:34][CH2:33][O:32]1.C(N(CC)CC)C, predict the reaction product. The product is: [CH3:1][N:2]1[CH:6]=[C:5]([C:7]2[CH:8]=[C:9]([C:13]3([C:19]#[N:20])[CH2:18][CH2:17][N:16]([C:22]4[N:30]=[CH:29][N:28]=[C:27]5[C:23]=4[N:24]=[CH:25][N:26]5[CH:31]4[CH2:36][CH2:35][CH2:34][CH2:33][O:32]4)[CH2:15][CH2:14]3)[CH:10]=[CH:11][CH:12]=2)[CH:4]=[N:3]1. (4) The product is: [ClH:17].[N:18]12[CH2:25][CH2:24][CH:21]([CH2:22][CH2:23]1)[CH:20]([CH2:26][C:27]([NH:29][C:30]1[CH:31]=[C:32]([C:5]3[CH:6]=[CH:7][C:2]([F:1])=[CH:3][CH:4]=3)[CH:33]=[CH:34][CH:35]=1)=[O:28])[CH2:19]2. Given the reactants [F:1][C:2]1[CH:7]=[CH:6][C:5](B(O)O)=[CH:4][CH:3]=1.C(=O)([O-])[O-].[Na+].[Na+].[ClH:17].[N:18]12[CH2:25][CH2:24][CH:21]([CH2:22][CH2:23]1)[CH:20]([CH2:26][C:27]([NH:29][C:30]1[CH:35]=[CH:34][CH:33]=[C:32](Br)[CH:31]=1)=[O:28])[CH2:19]2.[OH-].[Na+], predict the reaction product. (5) Given the reactants C(OC[N:9]1[C:13]([CH2:14][O:15][C:16]2[CH:21]=[CH:20][C:19]([O:22][C:23]3[CH:28]=[CH:27][N:26]=[C:25]4[N:29](CC5C=CC(OC)=CC=5)[N:30]=[C:31]([NH:32][C@@H:33]5[CH2:37][CH2:36][N:35]([C:38](=[O:47])/[CH:39]=[CH:40]/[CH2:41][N:42]([CH:44]6[CH2:46][CH2:45]6)[CH3:43])[CH2:34]5)[C:24]=34)=[CH:18][CH:17]=2)=[CH:12][N:11]=[N:10]1)(=O)C(C)(C)C.[OH-].[Na+].Cl.C(O)(C(F)(F)F)=O, predict the reaction product. The product is: [NH:9]1[C:13]([CH2:14][O:15][C:16]2[CH:17]=[CH:18][C:19]([O:22][C:23]3[CH:28]=[CH:27][N:26]=[C:25]4[NH:29][N:30]=[C:31]([NH:32][C@@H:33]5[CH2:37][CH2:36][N:35]([C:38](=[O:47])/[CH:39]=[CH:40]/[CH2:41][N:42]([CH:44]6[CH2:46][CH2:45]6)[CH3:43])[CH2:34]5)[C:24]=34)=[CH:20][CH:21]=2)=[CH:12][N:11]=[N:10]1. (6) Given the reactants C[O:2][C:3]1[CH:22]=[CH:21][C:6]([CH2:7][N:8]2[C:13](=[O:14])[CH:12]=[CH:11][C:10]([C:15]3[CH:20]=[CH:19][CH:18]=[CH:17][CH:16]=3)=[N:9]2)=[CH:5][CH:4]=1.B(Br)(Br)Br, predict the reaction product. The product is: [OH:2][C:3]1[CH:4]=[CH:5][C:6]([CH2:7][N:8]2[C:13](=[O:14])[CH:12]=[CH:11][C:10]([C:15]3[CH:16]=[CH:17][CH:18]=[CH:19][CH:20]=3)=[N:9]2)=[CH:21][CH:22]=1. (7) Given the reactants [O-]CC.[Na+].[CH3:5][N:6]1[CH2:11][CH2:10][CH:9]([CH2:12][CH2:13][CH2:14][NH:15][C:16]([NH2:18])=[NH:17])[CH2:8][CH2:7]1.Cl.[C:20]([C:23](=[CH:26]OCC)[C:24]#[N:25])(=O)[CH3:21], predict the reaction product. The product is: [CH3:21][C:20]1[C:23]([C:24]#[N:25])=[CH:26][N:18]=[C:16]([NH:15][CH2:14][CH2:13][CH2:12][CH:9]2[CH2:8][CH2:7][N:6]([CH3:5])[CH2:11][CH2:10]2)[N:17]=1.